From a dataset of Reaction yield outcomes from USPTO patents with 853,638 reactions. Predict the reaction yield, written as a fraction of the theoretical maximum amount of product (1.0 means a 100% yield; for example, 0.34 means a 34% yield). The reactants are [O:1]1[CH2:6][CH2:5][CH2:4][CH2:3][CH:2]1[O:7][CH2:8][C:9]1([OH:12])[CH2:11][CH2:10]1.[C:13](Cl)(=[O:20])[C:14]1[CH:19]=[CH:18][CH:17]=[CH:16][CH:15]=1. The catalyst is C(Cl)Cl. The product is [C:13]([O:12][C:9]1([CH2:8][O:7][CH:2]2[CH2:3][CH2:4][CH2:5][CH2:6][O:1]2)[CH2:10][CH2:11]1)(=[O:20])[C:14]1[CH:19]=[CH:18][CH:17]=[CH:16][CH:15]=1. The yield is 0.750.